This data is from Catalyst prediction with 721,799 reactions and 888 catalyst types from USPTO. The task is: Predict which catalyst facilitates the given reaction. (1) Reactant: Cl[C:2]1[C:11]2[C:6](=[CH:7][CH:8]=[CH:9][CH:10]=2)[CH:5]=[C:4]([C:12]2[CH:17]=[CH:16][CH:15]=[CH:14][C:13]=2[C:18]([F:21])([F:20])[F:19])[N:3]=1.[NH:22]1[CH:26]=[N:25][C:24]([NH2:27])=[N:23]1. Product: [NH:22]1[CH:26]=[N:25][C:24]([NH:27][C:2]2[C:11]3[C:6](=[CH:7][CH:8]=[CH:9][CH:10]=3)[CH:5]=[C:4]([C:12]3[CH:17]=[CH:16][CH:15]=[CH:14][C:13]=3[C:18]([F:21])([F:20])[F:19])[N:3]=2)=[N:23]1. The catalyst class is: 8. (2) Reactant: [H-].[Al+3].[Li+].[H-].[H-].[H-].[Si](O[C@H:15]1[CH2:24][C:23](C)(C)C[C:21]2N=C(C3CCCC3)C([C:32]([C:34]3C=CC(C(F)(F)F)=CC=3)=[O:33])=[C:17](C3CCCC3)[C:16]1=2)(C(C)(C)C)(C)C.[C:49]([CH:52](C(C([O-])=O)O)O)([O-])=[O:50].[K+].[Na+]. Product: [CH3:23][CH2:24][CH2:15][CH:16]([CH3:17])[CH3:21].[C:49]([O:33][CH2:32][CH3:34])(=[O:50])[CH3:52]. The catalyst class is: 1. (3) Reactant: [CH3:1][O:2][C:3]1[CH:13]=[CH:12][C:6]([CH:7]([OH:11])[C:8]([OH:10])=[O:9])=[CH:5][CH:4]=1.[C:14](OC(=O)C)(=[O:16])[CH3:15].CCN(CC)CC. Product: [C:14]([O:11][CH:7]([C:6]1[CH:5]=[CH:4][C:3]([O:2][CH3:1])=[CH:13][CH:12]=1)[C:8]([OH:10])=[O:9])(=[O:16])[CH3:15]. The catalyst class is: 1. (4) Reactant: Cl[C:2]1[CH:7]=[C:6]([NH:8][C:9]2[C:18]([F:19])=[CH:17][CH:16]=[CH:15][C:10]=2[C:11]([NH:13][CH3:14])=[O:12])[C:5]([Cl:20])=[CH:4][N:3]=1.[CH3:21][N:22]([CH2:24][C:25]1[CH:26]=[C:27]([NH2:31])[N:28]([CH3:30])[N:29]=1)[CH3:23].C(=O)([O-])[O-].[Cs+].[Cs+].CC1(C)C2C(=C(P(C3C=CC=CC=3)C3C=CC=CC=3)C=CC=2)OC2C(P(C3C=CC=CC=3)C3C=CC=CC=3)=CC=CC1=2. Product: [Cl:20][C:5]1[C:6]([NH:8][C:9]2[C:18]([F:19])=[CH:17][CH:16]=[CH:15][C:10]=2[C:11]([NH:13][CH3:14])=[O:12])=[CH:7][C:2]([NH:31][C:27]2[N:28]([CH3:30])[N:29]=[C:25]([CH2:24][N:22]([CH3:23])[CH3:21])[CH:26]=2)=[N:3][CH:4]=1. The catalyst class is: 231. (5) Reactant: [Cl:1][C:2]1[C:6]([CH3:7])=[CH:5][S:4][C:3]=1[CH2:8][N:9]1[C:14](=[O:15])[C:13]([C:16]([O:18]CC)=[O:17])=[CH:12][N:11]([C:21]2[CH:32]=[CH:31][C:24]3[N:25]([CH3:30])[C:26](=[O:29])[N:27]([CH3:28])[C:23]=3[CH:22]=2)[C:10]1=[O:33].Cl.O. Product: [Cl:1][C:2]1[C:6]([CH3:7])=[CH:5][S:4][C:3]=1[CH2:8][N:9]1[C:14](=[O:15])[C:13]([C:16]([OH:18])=[O:17])=[CH:12][N:11]([C:21]2[CH:32]=[CH:31][C:24]3[N:25]([CH3:30])[C:26](=[O:29])[N:27]([CH3:28])[C:23]=3[CH:22]=2)[C:10]1=[O:33]. The catalyst class is: 15. (6) Reactant: [CH3:1][C:2]1[N:12]=[C:11]([C:13]([F:16])([F:15])[F:14])[CH:10]=[CH:9][C:3]=1[C:4]([O:6][CH2:7][CH3:8])=[O:5].[Br:17]N1C(=O)CCC1=O. The catalyst class is: 53. Product: [Br:17][CH2:1][C:2]1[N:12]=[C:11]([C:13]([F:15])([F:16])[F:14])[CH:10]=[CH:9][C:3]=1[C:4]([O:6][CH2:7][CH3:8])=[O:5]. (7) Reactant: O=S(Cl)[Cl:3].CN(C=O)C.[CH3:10][C:11]1[N:16]=[CH:15][C:14]([CH2:17]O)=[C:13]([CH2:19]O)[C:12]=1[OH:21].[ClH:22]. Product: [ClH:3].[Cl:22][CH2:19][C:13]1[C:14]([CH2:17][Cl:3])=[CH:15][N:16]=[C:11]([CH3:10])[C:12]=1[OH:21]. The catalyst class is: 28. (8) Reactant: CO[N:3]=[C:4]1[CH2:8][N:7]([C:9]([O:11][CH2:12][C:13]2[CH:18]=[CH:17][CH:16]=[CH:15][CH:14]=2)=[O:10])[CH2:6][CH:5]1[C:19]([O:21]C)=O.B.C1COCC1.C([O-])([O-])=O.[K+].[K+].[CH3:35][C:36]([O:39][C:40](O[C:40]([O:39][C:36]([CH3:38])([CH3:37])[CH3:35])=[O:41])=[O:41])([CH3:38])[CH3:37]. Product: [C:36]([O:39][C:40]([NH:3][C@H:4]1[C@@H:5]([CH2:19][OH:21])[CH2:6][N:7]([C:9]([O:11][CH2:12][C:13]2[CH:14]=[CH:15][CH:16]=[CH:17][CH:18]=2)=[O:10])[CH2:8]1)=[O:41])([CH3:38])([CH3:37])[CH3:35]. The catalyst class is: 387.